This data is from Full USPTO retrosynthesis dataset with 1.9M reactions from patents (1976-2016). The task is: Predict the reactants needed to synthesize the given product. (1) The reactants are: [Si]([O:8][CH2:9][C:10]1[CH:11]=[C:12]([CH:23]=[CH:24][C:25]=1[O:26][CH2:27][CH3:28])[CH2:13][C:14]1([C:19]([O:21][CH3:22])=[O:20])[CH2:18][CH2:17][CH2:16][O:15]1)(C(C)(C)C)(C)C. Given the product [CH2:27]([O:26][C:25]1[CH:24]=[CH:23][C:12]([CH2:13][C:14]2([C:19]([O:21][CH3:22])=[O:20])[CH2:18][CH2:17][CH2:16][O:15]2)=[CH:11][C:10]=1[CH2:9][OH:8])[CH3:28], predict the reactants needed to synthesize it. (2) Given the product [S:22]1[CH:23]=[CH:24][C:20]2[CH:19]=[CH:18][C:17]([N:12]3[CH2:13][CH2:14][N:10]([C:5]4[CH:6]=[N:7][CH:8]=[CH:9][C:4]=4[CH:1]4[CH2:3][CH2:2]4)[C:11]3=[O:15])=[CH:25][C:21]1=2, predict the reactants needed to synthesize it. The reactants are: [CH:1]1([C:4]2[CH:9]=[CH:8][N:7]=[CH:6][C:5]=2[N:10]2[CH2:14][CH2:13][NH:12][C:11]2=[O:15])[CH2:3][CH2:2]1.Br[C:17]1[CH:18]=[CH:19][C:20]2[CH:24]=[CH:23][S:22][C:21]=2[CH:25]=1.CN[C@@H]1CCCC[C@H]1NC.P([O-])([O-])([O-])=O.[K+].[K+].[K+]. (3) Given the product [CH3:13][O:12][C:8]1[CH:7]=[C:6]2[C:11]([C:2]([NH:37][C:34]3[CH:33]=[CH:32][C:31]([NH:30][C:23]4[C:24]5[C:29](=[CH:28][CH:27]=[CH:26][CH:25]=5)[C:20]([C:14]5[CH:15]=[CH:16][CH:17]=[CH:18][CH:19]=5)=[N:21][N:22]=4)=[CH:36][CH:35]=3)=[CH:3][CH:4]=[N:5]2)=[N:10][CH:9]=1, predict the reactants needed to synthesize it. The reactants are: Cl[C:2]1[CH:3]=[CH:4][N:5]=[C:6]2[C:11]=1[N:10]=[CH:9][C:8]([O:12][CH3:13])=[CH:7]2.[C:14]1([C:20]2[C:29]3[C:24](=[CH:25][CH:26]=[CH:27][CH:28]=3)[C:23]([NH:30][C:31]3[CH:36]=[CH:35][C:34]([NH2:37])=[CH:33][CH:32]=3)=[N:22][N:21]=2)[CH:19]=[CH:18][CH:17]=[CH:16][CH:15]=1. (4) Given the product [Br:1][C:2]1[CH:10]=[CH:9][C:8]([Br:11])=[C:7]2[C:3]=1[CH:4]=[C:5]([CH3:13])[CH2:6]2, predict the reactants needed to synthesize it. The reactants are: [Br:1][C:2]1[CH:10]=[CH:9][C:8]([Br:11])=[C:7]2[C:3]=1[CH2:4][CH:5]([CH3:13])[C:6]2=O.[BH4-].[Na+].CO.OS(O)(=O)=O.